From a dataset of Full USPTO retrosynthesis dataset with 1.9M reactions from patents (1976-2016). Predict the reactants needed to synthesize the given product. (1) The reactants are: Cl[C:2]1[CH:3]=[C:4]([CH:9]=[C:10]([CH3:12])[N:11]=1)[C:5]([O:7][CH3:8])=O.[CH3:13]COC(C)=O.[NH4+:19].[OH-:20]. Given the product [C:13]([C:2]1[CH:3]=[C:4]([CH:9]=[C:10]([CH3:12])[N:11]=1)[C:5]([O:7][CH3:8])=[O:20])#[N:19], predict the reactants needed to synthesize it. (2) Given the product [CH3:1][C@@:2]([OH:34])([C:30]([CH3:33])([CH3:32])[CH3:31])[C@@H:3]1[C@:8]2([O:28][CH3:29])[C@@H:9]3[O:23][C:18]4=[C:19]([OH:22])[CH:20]=[CH:21][C:16]5=[C:17]4[C@:10]43[CH2:11][CH2:12][N:13]([CH2:24][CH:25]3[CH2:26][CH2:27]3)[C@H:14]([CH2:15]5)[C@@:5]4([CH2:6][CH2:7]2)[CH2:4]1.[C:35]([OH:54])(=[O:53])[CH2:36][CH2:37][CH2:38][CH2:39][CH2:40][CH2:41][CH2:42][CH2:43][CH2:44][CH2:45][CH2:46][CH2:47][CH2:48][CH2:49][CH2:50][CH2:51][CH3:52], predict the reactants needed to synthesize it. The reactants are: [CH3:1][C@@:2]([OH:34])([C:30]([CH3:33])([CH3:32])[CH3:31])[C@@H:3]1[C@:8]2([O:28][CH3:29])[C@@H:9]3[O:23][C:18]4=[C:19]([OH:22])[CH:20]=[CH:21][C:16]5=[C:17]4[C@:10]43[CH2:11][CH2:12][N:13]([CH2:24][CH:25]3[CH2:27][CH2:26]3)[C@H:14]([CH2:15]5)[C@@:5]4([CH2:6][CH2:7]2)[CH2:4]1.[C:35]([OH:54])(=[O:53])[CH2:36][CH2:37][CH2:38][CH2:39][CH2:40][CH2:41][CH2:42][CH2:43][CH2:44][CH2:45][CH2:46][CH2:47][CH2:48][CH2:49][CH2:50][CH2:51][CH3:52]. (3) Given the product [OH:1][C:2]1[C:7]([N+:19]([O-:21])=[O:20])=[CH:6][C:5]([O:8][CH2:9][C:10]2[CH:15]=[CH:14][CH:13]=[CH:12][CH:11]=2)=[CH:4][C:3]=1[C:16](=[O:18])[CH3:17], predict the reactants needed to synthesize it. The reactants are: [OH:1][C:2]1[CH:7]=[CH:6][C:5]([O:8][CH2:9][C:10]2[CH:15]=[CH:14][CH:13]=[CH:12][CH:11]=2)=[CH:4][C:3]=1[C:16](=[O:18])[CH3:17].[N+:19]([O-])([OH:21])=[O:20]. (4) Given the product [Br:14][C:36]1[C:35]([CH3:42])=[N:34][C:33]([NH:32][C:29]2[CH:28]=[C:27]([C:43]3[CH:48]=[CH:47][C:46]([F:49])=[CH:45][C:44]=3[O:50][CH3:51])[C:26]([F:25])=[CH:31][N:30]=2)=[CH:38][C:37]=1[CH2:39][S:40]([CH3:41])=[N:5][C:3](=[O:4])[C:2]([F:7])([F:6])[F:1].[F:1][C:2]([F:7])([F:6])[C:3]([N:5]=[S:40]([CH2:39][C:37]1[CH:36]=[C:35]([CH3:42])[N:34]=[C:33]([NH:32][C:29]2[CH:28]=[C:27]([C:43]3[CH:48]=[CH:47][C:46]([F:49])=[CH:45][C:44]=3[O:50][CH3:51])[C:26]([F:25])=[CH:31][N:30]=2)[CH:38]=1)[CH3:41])=[O:4], predict the reactants needed to synthesize it. The reactants are: [F:1][C:2]([F:7])([F:6])[C:3]([NH2:5])=[O:4].CC(C)([O-])C.[Na+].[Br:14]N1C(C)(C)C(=O)N(Br)C1=O.[F:25][C:26]1[C:27]([C:43]2[CH:48]=[CH:47][C:46]([F:49])=[CH:45][C:44]=2[O:50][CH3:51])=[CH:28][C:29]([NH:32][C:33]2[CH:38]=[C:37]([CH2:39][S:40][CH3:41])[CH:36]=[C:35]([CH3:42])[N:34]=2)=[N:30][CH:31]=1.S([O-])([O-])=O.[Na+].[Na+]. (5) Given the product [Br:22][C:6]1[C:5]2[C:10](=[CH:11][C:2]([F:1])=[C:3]([O:13][CH3:14])[CH:4]=2)[C:9](=[O:12])[NH:8][CH:7]=1, predict the reactants needed to synthesize it. The reactants are: [F:1][C:2]1[CH:11]=[C:10]2[C:5]([CH:6]=[CH:7][NH:8][C:9]2=[O:12])=[CH:4][C:3]=1[O:13][CH3:14].C1C(=O)N([Br:22])C(=O)C1. (6) The reactants are: [Br:1][CH2:2][C:3](C1SC(C)=CN=1)=[O:4].[CH3:11][N:12]1[CH:16]=[CH:15][N:14]=[CH:13]1.C([Li])CCC.BrCC(OC)=O. Given the product [Br:1][CH2:2][C:3]([C:13]1[N:12]([CH3:11])[CH:16]=[CH:15][N:14]=1)=[O:4], predict the reactants needed to synthesize it. (7) Given the product [F:27][C:28]1[C:33]([O:25][C:24]([C:13]2[CH:14]=[N:15][C:16]3[C:21]([C:12]=2[NH:11][CH2:10][C:4]2[CH:5]=[CH:6][C:7]([O:8][CH3:9])=[C:2]([Cl:1])[CH:3]=2)=[CH:20][C:19]([C:22]#[N:23])=[CH:18][CH:17]=3)=[O:26])=[C:32]([F:35])[C:31]([F:36])=[C:30]([F:37])[C:29]=1[F:38], predict the reactants needed to synthesize it. The reactants are: [Cl:1][C:2]1[CH:3]=[C:4]([CH2:10][NH:11][C:12]2[C:21]3[C:16](=[CH:17][CH:18]=[C:19]([C:22]#[N:23])[CH:20]=3)[N:15]=[CH:14][C:13]=2[C:24]([OH:26])=[O:25])[CH:5]=[CH:6][C:7]=1[O:8][CH3:9].[F:27][C:28]1[C:33](O)=[C:32]([F:35])[C:31]([F:36])=[C:30]([F:37])[C:29]=1[F:38].C1(N=C=NC2CCCCC2)CCCCC1. (8) Given the product [CH3:24][O:23][CH2:22][CH2:21][N:17]([CH2:18][CH2:19][CH3:20])[C:15]([CH:13]1[CH2:12][CH2:11][C:10]2[C:3]3[C:2]([NH:25][C:26]4[C:35]([O:36][CH3:37])=[CH:34][C:29]5[NH:30][C:31](=[O:33])[S:32][C:28]=5[CH:27]=4)=[N:7][CH:6]=[N:5][C:4]=3[S:8][C:9]=2[CH2:14]1)=[O:16], predict the reactants needed to synthesize it. The reactants are: Cl[C:2]1[C:3]2[C:10]3[CH2:11][CH2:12][CH:13]([C:15]([N:17]([CH2:21][CH2:22][O:23][CH3:24])[CH2:18][CH2:19][CH3:20])=[O:16])[CH2:14][C:9]=3[S:8][C:4]=2[N:5]=[CH:6][N:7]=1.[NH2:25][C:26]1[C:35]([O:36][CH3:37])=[CH:34][C:29]2[NH:30][C:31](=[O:33])[S:32][C:28]=2[CH:27]=1. (9) Given the product [Cl:1][C:2]1[CH:3]=[C:4]([O:13][C:14]2[CH:15]=[CH:16][C:17]([C:18]([NH2:19])=[O:23])=[CH:20][CH:21]=2)[CH:5]=[N:6][C:7]=1[O:8][CH2:9][CH:10]([CH3:12])[CH3:11], predict the reactants needed to synthesize it. The reactants are: [Cl:1][C:2]1[CH:3]=[C:4]([O:13][C:14]2[CH:21]=[CH:20][C:17]([C:18]#[N:19])=[CH:16][CH:15]=2)[CH:5]=[N:6][C:7]=1[O:8][CH2:9][CH:10]([CH3:12])[CH3:11].C(=O)([O-])[O-:23].[K+].[K+].OO.